Predict the product of the given reaction. From a dataset of Forward reaction prediction with 1.9M reactions from USPTO patents (1976-2016). (1) Given the reactants Br.[Br:2][CH2:3][CH2:4][CH2:5][NH2:6].[N:7]1[C:17]2[C:12](=[CH:13][CH:14]=[CH:15][CH:16]=2)[C:10]([CH3:11])=[CH:9][CH:8]=1, predict the reaction product. The product is: [Br-:2].[NH2:6][CH2:5][CH2:4][CH2:3][N+:7]1[C:17]2[C:12](=[CH:13][CH:14]=[CH:15][CH:16]=2)[C:10]([CH3:11])=[CH:9][CH:8]=1. (2) Given the reactants C([O:4][C@@H:5]([CH3:35])[C:6]([N:8]1[CH2:13][CH2:12][CH:11]([N:14]2[C:22]([S:23][C:24]3[C:32]([Br:33])=[CH:31][C:27]4[O:28][CH2:29][O:30][C:26]=4[CH:25]=3)=[N:21][C:20]3[C:15]2=[N:16][CH:17]=[N:18][C:19]=3[NH2:34])[CH2:10][CH2:9]1)=[O:7])(=O)C.C([O-])([O-])=O.[K+].[K+], predict the reaction product. The product is: [NH2:34][C:19]1[N:18]=[CH:17][N:16]=[C:15]2[C:20]=1[N:21]=[C:22]([S:23][C:24]1[C:32]([Br:33])=[CH:31][C:27]3[O:28][CH2:29][O:30][C:26]=3[CH:25]=1)[N:14]2[CH:11]1[CH2:12][CH2:13][N:8]([C:6](=[O:7])[C@@H:5]([OH:4])[CH3:35])[CH2:9][CH2:10]1. (3) Given the reactants [NH2:1][C:2]1[CH:3]=[CH:4][CH:5]=[C:6]2[C:11]=1[N:10]=[CH:9][CH:8]=[CH:7]2.[Cl:12]N1C(=O)CCC1=O, predict the reaction product. The product is: [NH2:1][C:2]1[CH:3]=[CH:4][CH:5]=[C:6]2[C:11]=1[N:10]=[CH:9][CH:8]=[C:7]2[Cl:12]. (4) Given the reactants [C:1]12([CH2:11][OH:12])[CH2:10][CH:5]3[CH2:6][CH:7]([CH2:9][CH:3]([CH2:4]3)[CH2:2]1)[CH2:8]2.C1C=C[NH+]=CC=1.[O-][Cr](Cl)(=O)=O.O, predict the reaction product. The product is: [C:1]12([CH:11]=[O:12])[CH2:8][CH:7]3[CH2:6][CH:5]([CH2:4][CH:3]([CH2:9]3)[CH2:2]1)[CH2:10]2. (5) The product is: [Cl:13][CH2:10][C:9]1[C:2]([F:1])=[C:3]([CH:6]=[CH:7][C:8]=1[F:12])[C:4]#[N:5]. Given the reactants [F:1][C:2]1[C:9]([CH2:10]O)=[C:8]([F:12])[CH:7]=[CH:6][C:3]=1[C:4]#[N:5].[Cl:13]CCl, predict the reaction product. (6) Given the reactants Br[C:2]1[CH:7]=[CH:6][N:5]=[C:4]2[NH:8][CH:9]=[CH:10][C:3]=12.[C:11]([NH:14][C:15]1[CH:20]=[CH:19][CH:18]=[CH:17][C:16]=1B(O)O)(=[O:13])[CH3:12].C([O-])([O-])=O.[Na+].[Na+].O, predict the reaction product. The product is: [NH:8]1[C:4]2=[N:5][CH:6]=[CH:7][C:2]([C:16]3[CH:17]=[CH:18][CH:19]=[CH:20][C:15]=3[NH:14][C:11](=[O:13])[CH3:12])=[C:3]2[CH:10]=[CH:9]1. (7) Given the reactants [CH3:1][O:2][C:3]1[N:8]=[CH:7][C:6]([CH:9]=O)=[CH:5][CH:4]=1.[CH3:11][C:12]1([CH3:20])[O:17][C:16](=[O:18])[CH2:15][C:14](=[O:19])[O:13]1, predict the reaction product. The product is: [CH3:1][O:2][C:3]1[N:8]=[CH:7][C:6]([CH:9]=[C:15]2[C:16](=[O:18])[O:17][C:12]([CH3:20])([CH3:11])[O:13][C:14]2=[O:19])=[CH:5][CH:4]=1. (8) Given the reactants [C:1]([C:4]1[S:8][C:7](B(O)O)=[CH:6][CH:5]=1)(=[O:3])[CH3:2].[N:12]1([CH2:17][CH:18]2[CH2:22][CH2:21][CH2:20][N:19]2[C:23]([C:25]2[CH:30]=[CH:29][C:28](Br)=[CH:27][CH:26]=2)=[O:24])[CH2:16][CH2:15][CH2:14][CH2:13]1, predict the reaction product. The product is: [N:12]1([CH2:17][C@@H:18]2[CH2:22][CH2:21][CH2:20][N:19]2[C:23]([C:25]2[CH:26]=[CH:27][C:28]([C:7]3[S:8][C:4]([C:1](=[O:3])[CH3:2])=[CH:5][CH:6]=3)=[CH:29][CH:30]=2)=[O:24])[CH2:13][CH2:14][CH2:15][CH2:16]1. (9) Given the reactants [CH2:1](Br)[C:2]#C.[O:5]=[CH:6][C:7]1[CH:15]=[CH:14][C:12]([OH:13])=[C:9]([O:10][CH3:11])[CH:8]=1.[C:16](=O)([O-])[O-].[K+].[K+], predict the reaction product. The product is: [CH3:16][O:13][C:12]1[CH:14]=[CH:15][C:7]([CH:6]=[O:5])=[CH:8][C:9]=1[O:10][CH2:11][C:1]#[CH:2]. (10) Given the reactants [NH2:1][C:2]1[CH:7]=[CH:6][C:5]([CH:8]2[CH2:13][C:12](=[O:14])[NH:11][C:10](=[O:15])[CH2:9]2)=[CH:4][C:3]=1Br.[O-]P([O-])([O-])=O.[K+].[K+].[K+].[CH3:25][C:26]1([CH3:35])[CH2:31][CH2:30][C:29](B(O)O)=[CH:28][CH2:27]1.C1(P(C2CCCCC2)C2C=CC=CC=2C2C=CC=CC=2)CCCCC1, predict the reaction product. The product is: [NH2:1][C:2]1[CH:7]=[CH:6][C:5]([CH:8]2[CH2:13][C:12](=[O:14])[NH:11][C:10](=[O:15])[CH2:9]2)=[CH:4][C:3]=1[C:29]1[CH2:30][CH2:31][C:26]([CH3:35])([CH3:25])[CH2:27][CH:28]=1.